From a dataset of Forward reaction prediction with 1.9M reactions from USPTO patents (1976-2016). Predict the product of the given reaction. (1) Given the reactants [CH2:1]([N:8]1[CH2:13][CH:12]([CH:14]([CH3:16])[CH3:15])[NH:11][CH2:10][C:9]1([CH3:18])[CH3:17])[C:2]1[CH:7]=[CH:6][CH:5]=[CH:4][CH:3]=1.[C:19](O[C:19]([O:21][C:22]([CH3:25])([CH3:24])[CH3:23])=[O:20])([O:21][C:22]([CH3:25])([CH3:24])[CH3:23])=[O:20], predict the reaction product. The product is: [C:22]([O:21][C:19]([N:11]1[CH2:10][C:9]([CH3:17])([CH3:18])[N:8]([CH2:1][C:2]2[CH:3]=[CH:4][CH:5]=[CH:6][CH:7]=2)[CH2:13][CH:12]1[CH:14]([CH3:15])[CH3:16])=[O:20])([CH3:25])([CH3:24])[CH3:23]. (2) Given the reactants Cl[C:2]1([C:13]2[CH:18]=[CH:17][CH:16]=[CH:15][C:14]=2[O:19][CH3:20])[C:10]2[C:5](=[CH:6][CH:7]=[C:8]([Cl:11])[CH:9]=2)[NH:4][C:3]1=[O:12].FC(F)(F)C(O)=O.[NH2:28][C:29]1([C:35]([N:37]([CH3:39])[CH3:38])=[O:36])[CH2:34][CH2:33][CH2:32][CH2:31][CH2:30]1, predict the reaction product. The product is: [Cl:11][C:8]1[CH:9]=[C:10]2[C:5](=[CH:6][CH:7]=1)[NH:4][C:3](=[O:12])[C:2]2([NH:28][C:29]1([C:35]([N:37]([CH3:39])[CH3:38])=[O:36])[CH2:34][CH2:33][CH2:32][CH2:31][CH2:30]1)[C:13]1[CH:18]=[CH:17][CH:16]=[CH:15][C:14]=1[O:19][CH3:20].